Dataset: Reaction yield outcomes from USPTO patents with 853,638 reactions. Task: Predict the reaction yield, written as a fraction of the theoretical maximum amount of product (1.0 means a 100% yield; for example, 0.34 means a 34% yield). (1) The reactants are C(Cl)(=O)C(Cl)=O.CS(C)=O.[F:11][C:12]1[CH:17]=[CH:16][C:15]([CH:18]([OH:27])[CH:19]([C:21]2[CH:26]=[CH:25][N:24]=[CH:23][CH:22]=2)[OH:20])=[CH:14][CH:13]=1.C(N(CC)CC)C. The catalyst is C(Cl)Cl.CS(C)=O.C(Cl)Cl.O. The product is [F:11][C:12]1[CH:17]=[CH:16][C:15]([C:18](=[O:27])[C:19]([C:21]2[CH:22]=[CH:23][N:24]=[CH:25][CH:26]=2)=[O:20])=[CH:14][CH:13]=1. The yield is 0.940. (2) The reactants are [B:10]1([B:10]2[O:14][C:13]([CH3:16])([CH3:15])[C:12]([CH3:18])([CH3:17])[O:11]2)[O:14][C:13]([CH3:16])([CH3:15])[C:12]([CH3:18])([CH3:17])[O:11]1.C([O-])(=O)C.[K+].[CH:24]([O:27][C:28]1[CH:33]=[CH:32][CH:31]=[C:30](OC(C)C)[C:29]=1C1C=CC=CC=1P1C(C)(C)CC2(OCCO2)CC1(C)C)(C)C.ClC1C=CC(OC)=CC=1. The catalyst is C1C=CC(/C=C/C(/C=C/C2C=CC=CC=2)=O)=CC=1.C1C=CC(/C=C/C(/C=C/C2C=CC=CC=2)=O)=CC=1.C1C=CC(/C=C/C(/C=C/C2C=CC=CC=2)=O)=CC=1.[Pd].[Pd].O1CCOCC1. The product is [CH3:24][O:27][C:28]1[CH:33]=[CH:32][C:31]([B:10]2[O:11][C:12]([CH3:17])([CH3:18])[C:13]([CH3:15])([CH3:16])[O:14]2)=[CH:30][CH:29]=1. The yield is 0.730. (3) The reactants are [C:1]([O:5][C:6]([N:8]1[CH2:12][CH2:11][CH2:10][CH:9]1[C:13]1[NH:14][C:15]([C:18]2[CH:30]=[CH:29][C:28]3[C:27]4[C:22](=[CH:23][C:24](Br)=[CH:25][CH:26]=4)[C:21]([F:33])([F:32])[C:20]=3[CH:19]=2)=[CH:16][N:17]=1)=[O:7])([CH3:4])([CH3:3])[CH3:2].[C:34]([O:38][C:39]([N:41]1[CH2:45][CH2:44][CH2:43][CH:42]1[C:46]1[NH:50][C:49]2[CH:51]=[C:52](B3OC(C)(C)C(C)(C)O3)[CH:53]=[CH:54][C:48]=2[N:47]=1)=[O:40])([CH3:37])([CH3:36])[CH3:35].C(=O)([O-])[O-].[K+].[K+]. The catalyst is COCCOC.O.C(OCC)(=O)C.C1C=CC(P(C2C=CC=CC=2)[C-]2C=CC=C2)=CC=1.C1C=CC(P(C2C=CC=CC=2)[C-]2C=CC=C2)=CC=1.Cl[Pd]Cl.[Fe+2].C1C=CC([P]([Pd]([P](C2C=CC=CC=2)(C2C=CC=CC=2)C2C=CC=CC=2)([P](C2C=CC=CC=2)(C2C=CC=CC=2)C2C=CC=CC=2)[P](C2C=CC=CC=2)(C2C=CC=CC=2)C2C=CC=CC=2)(C2C=CC=CC=2)C2C=CC=CC=2)=CC=1. The product is [C:1]([O:5][C:6]([N:8]1[CH2:12][CH2:11][CH2:10][CH:9]1[C:13]1[NH:14][C:15]([C:18]2[CH:30]=[CH:29][C:28]3[C:27]4[C:22](=[CH:23][C:24]([C:52]5[CH:53]=[CH:54][C:48]6[N:47]=[C:46]([CH:42]7[CH2:43][CH2:44][CH2:45][N:41]7[C:39]([O:38][C:34]([CH3:35])([CH3:36])[CH3:37])=[O:40])[NH:50][C:49]=6[CH:51]=5)=[CH:25][CH:26]=4)[C:21]([F:33])([F:32])[C:20]=3[CH:19]=2)=[CH:16][N:17]=1)=[O:7])([CH3:4])([CH3:3])[CH3:2]. The yield is 0.430. (4) The reactants are [Cl:1][S:2]([OH:5])(=O)=[O:3].[Cl:6][C:7]1[CH:12]=[CH:11][C:10](C)=[CH:9][C:8]=1[OH:14].Cl[CH2:16]Cl. No catalyst specified. The product is [Cl:6][C:7]1[CH:12]=[C:11]([S:2]([Cl:1])(=[O:5])=[O:3])[CH:10]=[C:9]([CH3:16])[C:8]=1[OH:14]. The yield is 0.113. (5) The reactants are [CH3:1][N:2]1[C:10]2[C:5](=[CH:6][CH:7]=[CH:8][CH:9]=2)[C:4]([C:11]([O:13]C)=O)=[CH:3]1.[CH3:15][NH2:16]. No catalyst specified. The product is [CH3:15][NH:16][C:11]([C:4]1[C:5]2[C:10](=[CH:9][CH:8]=[CH:7][CH:6]=2)[N:2]([CH3:1])[CH:3]=1)=[O:13]. The yield is 0.560.